From a dataset of Reaction yield outcomes from USPTO patents with 853,638 reactions. Predict the reaction yield, written as a fraction of the theoretical maximum amount of product (1.0 means a 100% yield; for example, 0.34 means a 34% yield). The reactants are [F:1][C:2]1[CH:9]=[CH:8][CH:7]=[CH:6][C:3]=1[CH:4]=O.[CH3:10][C:11]([CH3:13])=[O:12].[OH-].[Na+].O. The catalyst is C(O)C. The product is [F:1][C:2]1[CH:9]=[CH:8][CH:7]=[CH:6][C:3]=1[CH:4]=[CH:10][C:11](=[O:12])[CH:13]=[CH:4][C:3]1[CH:6]=[CH:7][CH:8]=[CH:9][C:2]=1[F:1]. The yield is 0.410.